This data is from Forward reaction prediction with 1.9M reactions from USPTO patents (1976-2016). The task is: Predict the product of the given reaction. Given the reactants [C:1]([C:4]1[C:8]([CH3:9])=[C:7](Br)[NH:6][C:5]=1[CH3:11])(=[O:3])[CH3:2].O.C(=O)(O)[O-].[Na+].[N:18]1[CH:23]=[CH:22][C:21](B(O)O)=[CH:20][CH:19]=1, predict the reaction product. The product is: [C:1]([C:4]1[C:8]([CH3:9])=[C:7]([C:21]2[CH:22]=[CH:23][N:18]=[CH:19][CH:20]=2)[NH:6][C:5]=1[CH3:11])(=[O:3])[CH3:2].